Dataset: M1 muscarinic receptor agonist screen with 61,833 compounds. Task: Binary Classification. Given a drug SMILES string, predict its activity (active/inactive) in a high-throughput screening assay against a specified biological target. (1) The result is 0 (inactive). The molecule is O1C2C(OC2)CC1n1cc(c(=O)[nH]c1=O)C. (2) The compound is O=C(N1CCN(CC1)CCc1ccccc1)c1c(OC)cccc1. The result is 0 (inactive).